From a dataset of Full USPTO retrosynthesis dataset with 1.9M reactions from patents (1976-2016). Predict the reactants needed to synthesize the given product. (1) Given the product [C:41]([N:1]1[CH2:2][CH:3]([NH:5][C:6]([NH:8][C:9]2[CH:14]=[CH:13][C:12]([O:15][C:16]3[CH:21]=[CH:20][N:19]=[C:18]4[CH:22]=[C:23]([C:25]5[CH:30]=[CH:29][C:28]([CH:31]=[O:32])=[CH:27][N:26]=5)[S:24][C:17]=34)=[C:11]([F:33])[CH:10]=2)=[O:7])[CH2:4]1)(=[O:42])[CH3:40], predict the reactants needed to synthesize it. The reactants are: [NH:1]1[CH2:4][CH:3]([NH:5][C:6]([NH:8][C:9]2[CH:14]=[CH:13][C:12]([O:15][C:16]3[CH:21]=[CH:20][N:19]=[C:18]4[CH:22]=[C:23]([C:25]5[CH:30]=[CH:29][C:28]([CH:31]=[O:32])=[CH:27][N:26]=5)[S:24][C:17]=34)=[C:11]([F:33])[CH:10]=2)=[O:7])[CH2:2]1.N1C=CC=CC=1.[CH3:40][C:41](OC(C)=O)=[O:42]. (2) Given the product [CH2:26]([N:33]([CH2:47][C:48]([NH:50][NH:51][C:8](=[O:10])[C:7]1[CH:11]=[CH:12][CH:13]=[C:5]([S:2]([CH3:1])(=[O:3])=[O:4])[CH:6]=1)=[O:49])[S:34]([C:37]1[CH:42]=[CH:41][CH:40]=[CH:39][C:38]=1[C:43]([F:44])([F:45])[F:46])(=[O:36])=[O:35])[C:27]1[CH:28]=[CH:29][CH:30]=[CH:31][CH:32]=1, predict the reactants needed to synthesize it. The reactants are: [CH3:1][S:2]([C:5]1[CH:6]=[C:7]([CH:11]=[CH:12][CH:13]=1)[C:8]([OH:10])=O)(=[O:4])=[O:3].C(N1C=CN=C1)(N1C=CN=C1)=O.[CH2:26]([N:33]([CH2:47][C:48]([NH:50][NH2:51])=[O:49])[S:34]([C:37]1[CH:42]=[CH:41][CH:40]=[CH:39][C:38]=1[C:43]([F:46])([F:45])[F:44])(=[O:36])=[O:35])[C:27]1[CH:32]=[CH:31][CH:30]=[CH:29][CH:28]=1. (3) Given the product [C:32]([O:31][C:29](=[O:30])[CH2:28][C:19]1([C:21]([O:23][C:24]([CH3:27])([CH3:26])[CH3:25])=[O:22])[O:18][N:17]=[C:16]([C:11]2[CH:12]=[C:13]([CH3:15])[CH:14]=[C:9]([OH:8])[CH:10]=2)[CH2:20]1)([CH3:34])([CH3:35])[CH3:33], predict the reactants needed to synthesize it. The reactants are: C([O:8][C:9]1[CH:10]=[C:11]([C:16]2[CH2:20][C:19]([CH2:28][C:29]([O:31][C:32]([CH3:35])([CH3:34])[CH3:33])=[O:30])([C:21]([O:23][C:24]([CH3:27])([CH3:26])[CH3:25])=[O:22])[O:18][N:17]=2)[CH:12]=[C:13]([CH3:15])[CH:14]=1)C1C=CC=CC=1.[H][H]. (4) Given the product [CH3:25][S:24][C:20]1[N:21]=[C:22]([N:14]2[CH2:13][CH2:12][O:11][C:10]3[CH:9]=[N:8][C:7]([C:1]4[CH:2]=[CH:3][CH:4]=[CH:5][CH:6]=4)=[N:16][C:15]2=3)[CH:23]=[CH:18][N:19]=1, predict the reactants needed to synthesize it. The reactants are: [C:1]1([C:7]2[N:8]=[CH:9][C:10]3[O:11][CH2:12][CH2:13][NH:14][C:15]=3[N:16]=2)[CH:6]=[CH:5][CH:4]=[CH:3][CH:2]=1.Cl[C:18]1[CH:23]=[CH:22][N:21]=[C:20]([S:24][CH3:25])[N:19]=1.CC(C)([O-])C.[Na+]. (5) Given the product [CH3:23][O:22][C:17]1[CH:16]=[C:15]([O:24][CH3:25])[CH:14]=[C:13]2[C:18]=1[C:19](=[O:21])[NH:20][C:11]([C:8]1[CH:9]=[CH:10][C:5]([O:4][CH2:3][CH2:2][N:27]3[CH2:31][CH2:30][CH2:29][CH2:28]3)=[C:6]([CH3:26])[CH:7]=1)=[N:12]2, predict the reactants needed to synthesize it. The reactants are: Br[CH2:2][CH2:3][O:4][C:5]1[CH:10]=[CH:9][C:8]([C:11]2[NH:20][C:19](=[O:21])[C:18]3[C:13](=[CH:14][C:15]([O:24][CH3:25])=[CH:16][C:17]=3[O:22][CH3:23])[N:12]=2)=[CH:7][C:6]=1[CH3:26].[NH:27]1[CH2:31][CH2:30][CH2:29][CH2:28]1.